Dataset: Retrosynthesis with 50K atom-mapped reactions and 10 reaction types from USPTO. Task: Predict the reactants needed to synthesize the given product. (1) Given the product Cc1cc(C#N)c(N)cc1Cl, predict the reactants needed to synthesize it. The reactants are: Cc1cc(Br)c(N)cc1Cl.N#C[Cu]. (2) Given the product N#Cc1cc(N)c(N)c([N+](=O)[O-])c1, predict the reactants needed to synthesize it. The reactants are: N#Cc1cc([N+](=O)[O-])c(N)c([N+](=O)[O-])c1.